Dataset: Reaction yield outcomes from USPTO patents with 853,638 reactions. Task: Predict the reaction yield, written as a fraction of the theoretical maximum amount of product (1.0 means a 100% yield; for example, 0.34 means a 34% yield). (1) The reactants are [C:1]([O:5][C:6](=[O:9])[CH:7]=[CH2:8])([CH3:4])([CH3:3])[CH3:2].[C:10]([OH:15])(=[O:14])[C:11]([CH3:13])=[CH2:12].[C:16]([O-:21])(=[O:20])[C:17]([CH3:19])=[CH2:18].N(C(C)(C)C#N)=NC(C)(C)C#N. The catalyst is CC(C)=O. The product is [C:1]([O:5][C:6](=[O:9])[CH:7]=[CH2:8])([CH3:4])([CH3:3])[CH3:2].[C:10]([OH:15])(=[O:14])[C:11]([CH3:13])=[CH2:12].[C:16]([O-:21])(=[O:20])[C:17]([CH3:19])=[CH2:18]. The yield is 0.880. (2) The catalyst is CN(C=O)C. The reactants are [CH3:1][O:2][C:3](=[O:31])[C:4]1[CH:9]=[CH:8][C:7]([C:10]([CH2:28][CH3:29])([C:13]2[CH:18]=[CH:17][C:16](OS(C(F)(F)F)(=O)=O)=[C:15]([CH3:27])[CH:14]=2)[CH2:11][CH3:12])=[CH:6][C:5]=1[CH3:30].[CH3:32][Si:33]([C:36]#[CH:37])([CH3:35])[CH3:34].C(N(CC)CC)C. The yield is 0.810. The product is [CH3:1][O:2][C:3](=[O:31])[C:4]1[CH:9]=[CH:8][C:7]([C:10]([CH2:28][CH3:29])([C:13]2[CH:18]=[CH:17][C:16]([C:37]#[C:36][Si:33]([CH3:35])([CH3:34])[CH3:32])=[C:15]([CH3:27])[CH:14]=2)[CH2:11][CH3:12])=[CH:6][C:5]=1[CH3:30].